This data is from Reaction yield outcomes from USPTO patents with 853,638 reactions. The task is: Predict the reaction yield, written as a fraction of the theoretical maximum amount of product (1.0 means a 100% yield; for example, 0.34 means a 34% yield). (1) The reactants are [Na].[S:2]1C=CC=C1CC(O)=O.Br[CH2:12][CH2:13][CH2:14][CH2:15][CH2:16][CH2:17][CH2:18][CH2:19][CH2:20][CH2:21][CH2:22][CH2:23][CH2:24][CH2:25][CH2:26][CH2:27][OH:28].[OH-].[Na+].Cl. The catalyst is CO. The product is [SH:2][CH2:12][CH2:13][CH2:14][CH2:15][CH2:16][CH2:17][CH2:18][CH2:19][CH2:20][CH2:21][CH2:22][CH2:23][CH2:24][CH2:25][CH2:26][CH2:27][OH:28]. The yield is 0.700. (2) The reactants are C([N:8]1[C:14]2([CH2:16][CH2:15]2)[CH2:13][CH2:12][N:11]([C:17]2[C:18]3[CH:25]=[CH:24][NH:23][C:19]=3[N:20]=[CH:21][N:22]=2)[CH2:10][CH2:9]1)C1C=CC=CC=1. The catalyst is CO.C(O)(=O)C.[Pd]. The product is [CH2:16]1[C:14]2([NH:8][CH2:9][CH2:10][N:11]([C:17]3[C:18]4[CH:25]=[CH:24][NH:23][C:19]=4[N:20]=[CH:21][N:22]=3)[CH2:12][CH2:13]2)[CH2:15]1. The yield is 0.590. (3) The yield is 0.900. The reactants are [Br:1][C:2]1[CH:3]=[C:4]2[C:9](=[CH:10][CH:11]=1)[NH:8][CH2:7][CH2:6][C:5]2([CH3:13])[CH3:12].[CH:14](O)=[O:15]. The product is [Br:1][C:2]1[CH:3]=[C:4]2[C:9](=[CH:10][CH:11]=1)[N:8]([CH:14]=[O:15])[CH2:7][CH2:6][C:5]2([CH3:13])[CH3:12]. No catalyst specified. (4) The reactants are [CH2:1]([NH:5][CH2:6][CH:7]([CH3:9])[CH3:8])[CH:2]([CH3:4])[CH3:3].C(N(CC)CC)C.[C:17](Cl)(=[O:19])[CH3:18]. The catalyst is CCOCC. The product is [CH2:1]([N:5]([CH2:6][CH:7]([CH3:9])[CH3:8])[C:17](=[O:19])[CH3:18])[CH:2]([CH3:4])[CH3:3]. The yield is 0.770. (5) The reactants are [Br:1][C:2]1[CH:7]=[C:6](I)[C:5]([Br:9])=[CH:4][C:3]=1I.[C:11]1(B(O)O)[C:20]2[C:15](=[CH:16][CH:17]=[CH:18][CH:19]=2)[CH:14]=[CH:13][CH:12]=1.[C:37]1(P([C:37]2[CH:42]=[CH:41][CH:40]=[CH:39][CH:38]=2)[C:37]2[CH:42]=[CH:41][CH:40]=[CH:39][CH:38]=2)[CH:42]=[CH:41][CH:40]=[CH:39][CH:38]=1.[OH-].[K+].[N+]([C:48]1[CH:53]=CC=[CH:50][CH:49]=1)([O-])=O. The catalyst is O. The product is [Br:1][C:2]1[CH:7]=[C:6]([C:11]2[C:20]3[C:15](=[CH:16][CH:17]=[CH:18][CH:19]=3)[CH:14]=[CH:13][CH:12]=2)[C:5]([Br:9])=[CH:4][C:3]=1[C:39]1[C:38]2[C:37](=[CH:53][CH:48]=[CH:49][CH:50]=2)[CH:42]=[CH:41][CH:40]=1. The yield is 0.700. (6) The reactants are [NH2:1][C@H:2]([C:8]([OH:10])=[O:9])[CH2:3][CH2:4][CH2:5][CH2:6][NH2:7].[C:11](=[O:14])([O-:13])[O-].[Na+].[Na+].[C:17]([O:21][C:22](O[C:22]([O:21][C:17]([CH3:20])([CH3:19])[CH3:18])=[O:23])=[O:23])([CH3:20])([CH3:19])[CH3:18].Cl. The catalyst is C(OCC)(=O)C.C1COCC1.O. The product is [C:11]([N:1]([C:22]([O:21][C:17]([CH3:20])([CH3:18])[CH3:19])=[O:23])[C@H:2]([C:8]([OH:10])=[O:9])[CH2:3][CH2:4][CH2:5][CH2:6][NH2:7])([O:13][C:17]([CH3:20])([CH3:19])[CH3:18])=[O:14]. The yield is 0.900.